Dataset: Catalyst prediction with 721,799 reactions and 888 catalyst types from USPTO. Task: Predict which catalyst facilitates the given reaction. (1) Reactant: C(N(C(C)C)CC)(C)C.[Br:10][C:11]1[CH:12]=[C:13]([CH:17]=[CH:18][C:19]=1[C:20]([O:22][CH3:23])=[O:21])[C:14]([OH:16])=O.F[P-](F)(F)(F)(F)F.N1(OC(N(C)C)=[N+](C)C)C2C=CC=CC=2N=N1.Cl.[OH:49][C:50]1[CH:51]=[C:52]([CH:55]=[CH:56][CH:57]=1)[CH2:53][NH2:54].ON1C2C=CC=CC=2N=N1. Product: [CH3:23][O:22][C:20](=[O:21])[C:19]1[CH:18]=[CH:17][C:13]([C:14]([NH:54][CH2:53][C:52]2[CH:55]=[CH:56][CH:57]=[C:50]([OH:49])[CH:51]=2)=[O:16])=[CH:12][C:11]=1[Br:10]. The catalyst class is: 9. (2) Product: [OH:7][CH2:8][C:9]1[N:10]=[C:11]([C:52]([F:55])([F:54])[F:53])[N:12]=[C:13]([C:15]([N:17]2[CH2:22][CH2:21][CH:20]([N:23]3[CH2:26][C:25]([CH2:49][C:50]#[N:51])([N:27]4[CH:31]=[C:30]([C:32]5[C:33]6[CH:40]=[CH:39][NH:38][C:34]=6[N:35]=[CH:36][N:37]=5)[CH:29]=[N:28]4)[CH2:24]3)[CH2:19][CH2:18]2)=[O:16])[CH:14]=1. Reactant: O.[OH-].[Li+].C([O:7][CH2:8][C:9]1[CH:14]=[C:13]([C:15]([N:17]2[CH2:22][CH2:21][CH:20]([N:23]3[CH2:26][C:25]([CH2:49][C:50]#[N:51])([N:27]4[CH:31]=[C:30]([C:32]5[C:33]6[CH:40]=[CH:39][N:38](COCC[Si](C)(C)C)[C:34]=6[N:35]=[CH:36][N:37]=5)[CH:29]=[N:28]4)[CH2:24]3)[CH2:19][CH2:18]2)=[O:16])[N:12]=[C:11]([C:52]([F:55])([F:54])[F:53])[N:10]=1)(=O)C.Cl. The catalyst class is: 132. (3) Reactant: [F:1][C:2]1[CH:12]=[C:11]([F:13])[CH:10]=[CH:9][C:3]=1[CH:4]=[CH:5][C:6]([OH:8])=[O:7].[OH-].[Na+].[H][H]. Product: [F:1][C:2]1[CH:12]=[C:11]([F:13])[CH:10]=[CH:9][C:3]=1[CH2:4][CH2:5][C:6]([OH:8])=[O:7]. The catalyst class is: 45. (4) Reactant: [CH3:1][C@@H:2]1[CH2:7][NH:6][CH2:5][CH2:4][NH:3]1.[C:8](SCC(O)=O)(=[S:15])[C:9]1[CH:14]=[CH:13][CH:12]=[CH:11][CH:10]=1.[OH-].[Na+]. Product: [CH3:1][C@H:2]1[NH:3][CH2:4][CH2:5][N:6]([C:8]([C:9]2[CH:14]=[CH:13][CH:12]=[CH:11][CH:10]=2)=[S:15])[CH2:7]1. The catalyst class is: 6. (5) Reactant: C([O:8][C:9]1[C:14]([CH2:15][N:16]2[CH2:25][CH2:24][C:23]3[C:18](=[C:19]([CH3:31])[C:20]([C:26]([N:28]([CH3:30])[CH3:29])=[O:27])=[CH:21][CH:22]=3)[C:17]2=[O:32])=[C:13]([CH3:33])[CH:12]=[C:11]([CH3:34])[N:10]=1)C1C=CC=CC=1. Product: [CH3:33][C:13]1[CH:12]=[C:11]([CH3:34])[NH:10][C:9](=[O:8])[C:14]=1[CH2:15][N:16]1[CH2:25][CH2:24][C:23]2[C:18](=[C:19]([CH3:31])[C:20]([C:26]([N:28]([CH3:29])[CH3:30])=[O:27])=[CH:21][CH:22]=2)[C:17]1=[O:32]. The catalyst class is: 19. (6) Product: [Cl:1][C:2]1[CH:11]=[C:10]2[C:5]([CH:6]=[C:7]([C:25]3[NH:26][C:34](=[O:35])[NH:28][N:27]=3)[N:8]=[C:9]2[O:12][C@H:13]2[CH2:17][CH2:16][N:15]([C:18]([O:20][C:21]([CH3:24])([CH3:22])[CH3:23])=[O:19])[CH2:14]2)=[CH:4][CH:3]=1. Reactant: [Cl:1][C:2]1[CH:11]=[C:10]2[C:5]([CH:6]=[C:7]([C:25]([NH:27][NH2:28])=[NH:26])[N:8]=[C:9]2[O:12][C@H:13]2[CH2:17][CH2:16][N:15]([C:18]([O:20][C:21]([CH3:24])([CH3:23])[CH3:22])=[O:19])[CH2:14]2)=[CH:4][CH:3]=1.C1N=CN([C:34](N2C=NC=C2)=[O:35])C=1. The catalyst class is: 12. (7) Reactant: O=[C:2]1[CH2:7][CH2:6][CH2:5][CH2:4][CH:3]1[NH:8][C:9]([C:11]1[S:12][C:13]2[C:19]([N:20]3[CH2:25][CH2:24][O:23][CH2:22][CH2:21]3)=[CH:18][CH:17]=[C:16]([O:26][CH3:27])[C:14]=2[N:15]=1)=O.FC(F)(F)C([O-])=O.[NH4+:35]. Product: [CH3:27][O:26][C:16]1[C:14]2[N:15]=[C:11]([C:9]3[NH:35][C:2]4[CH2:7][CH2:6][CH2:5][CH2:4][C:3]=4[N:8]=3)[S:12][C:13]=2[C:19]([N:20]2[CH2:21][CH2:22][O:23][CH2:24][CH2:25]2)=[CH:18][CH:17]=1. The catalyst class is: 6. (8) Reactant: [NH2:1][C:2]1[N:3]=[C:4]([CH3:13])[CH:5]=[C:6]2[CH2:11][CH2:10][O:9][C:8](=[O:12])[C:7]=12.C(N(CC)CC)C.[C:21](OC(=O)C)(=[O:23])[CH3:22]. Product: [O:12]=[C:8]1[C:7]2=[C:2]([NH:1][C:21](=[O:23])[CH3:22])[N:3]=[C:4]([CH3:13])[CH:5]=[C:6]2[CH2:11][CH2:10][O:9]1. The catalyst class is: 10. (9) Reactant: [CH2:1]([O:3][C:4]([C:6]1[N:7]([S:12]([CH3:15])(=[O:14])=[O:13])[CH:8]=[C:9]([NH2:11])[CH:10]=1)=[O:5])[CH3:2].C(N(CC)CC)C.[F:23][C:24]1[C:32]([F:33])=[CH:31][CH:30]=[CH:29][C:25]=1[C:26](Cl)=[O:27]. Product: [CH2:1]([O:3][C:4]([C:6]1[N:7]([S:12]([CH3:15])(=[O:14])=[O:13])[CH:8]=[C:9]([NH:11][C:26](=[O:27])[C:25]2[CH:29]=[CH:30][CH:31]=[C:32]([F:33])[C:24]=2[F:23])[CH:10]=1)=[O:5])[CH3:2]. The catalyst class is: 91. (10) Reactant: [Cl:1][C:2]1[CH:3]=[C:4]([C@@H:12]([CH2:25][CH:26]2[CH2:30][CH2:29][CH2:28][CH2:27]2)[C:13]([NH:15][C:16]2[CH:20]=[CH:19][N:18]([CH2:21][C:22]([OH:24])=O)[N:17]=2)=[O:14])[CH:5]=[CH:6][C:7]=1[S:8]([CH3:11])(=[O:10])=[O:9].[C:31](Cl)(=O)[C:32](Cl)=O.N1C(C)=CC=CC=1C.NC1C=CN(CC2(O)CC2)N=1. Product: [Cl:1][C:2]1[CH:3]=[C:4]([C@@H:12]([CH2:25][CH:26]2[CH2:30][CH2:29][CH2:28][CH2:27]2)[C:13]([NH:15][C:16]2[CH:20]=[CH:19][N:18]([CH2:21][C:22]3([OH:24])[CH2:32][CH2:31]3)[N:17]=2)=[O:14])[CH:5]=[CH:6][C:7]=1[S:8]([CH3:11])(=[O:10])=[O:9]. The catalyst class is: 2.